Dataset: CYP2D6 inhibition data for predicting drug metabolism from PubChem BioAssay. Task: Regression/Classification. Given a drug SMILES string, predict its absorption, distribution, metabolism, or excretion properties. Task type varies by dataset: regression for continuous measurements (e.g., permeability, clearance, half-life) or binary classification for categorical outcomes (e.g., BBB penetration, CYP inhibition). Dataset: cyp2d6_veith. (1) The molecule is CC[C@@H]1O[C@]2(C=C[C@@H]1C)C[C@H]1C[C@H](C/C=C(/C)[C@@H](O[C@@H]3C[C@H](OC)[C@H](O[C@@H]4C[C@H](OC)[C@H](O)[C@H](C)O4)[C@H](C)O3)[C@@H](C)/C=C\C=C3CO[C@@H]4[C@@H](O)C(C)=C[C@@H](C(=O)O1)[C@]34O)O2. The result is 0 (non-inhibitor). (2) The compound is O=C(NNS(=O)(=O)c1ccccc1)c1cccnc1. The result is 0 (non-inhibitor). (3) The drug is c1ccc(C[n+]2cccc(-c3cc4ccccc4[nH]3)c2)cc1. The result is 1 (inhibitor). (4) The drug is Cc1cc(C(=O)Nc2c(C)n(C)n(-c3ccccc3)c2=O)c2ccccc2n1. The result is 0 (non-inhibitor). (5) The compound is COC(=O)C1(CC(C)C)C=C2C(=C(C)C(=O)C2C)CN1. The result is 0 (non-inhibitor).